This data is from hERG potassium channel inhibition data for cardiac toxicity prediction from Karim et al.. The task is: Regression/Classification. Given a drug SMILES string, predict its toxicity properties. Task type varies by dataset: regression for continuous values (e.g., LD50, hERG inhibition percentage) or binary classification for toxic/non-toxic outcomes (e.g., AMES mutagenicity, cardiotoxicity, hepatotoxicity). Dataset: herg_karim. (1) The drug is CNc1nnc(-c2cn3ncnc(Nc4cnc5[nH]c(C)cc5c4)c3c2C(C)C)o1. The result is 1 (blocker). (2) The molecule is C[n+]1c(CCc2ccc(-c3ccccc3)cc2)cccc1CCc1ccc(-c2ccccc2)cc1. The result is 1 (blocker). (3) The drug is CCCN(CCc1c[nH]c2ccccc12)Cc1ccc(C=CC(=O)NO)cc1. The result is 1 (blocker). (4) The molecule is N#Cc1cccc(N2CCN(CCN3CCC(C(F)(F)F)CC3)C2=O)c1. The result is 1 (blocker).